Predict the product of the given reaction. From a dataset of Forward reaction prediction with 1.9M reactions from USPTO patents (1976-2016). (1) Given the reactants [CH2:1]([C:3]1[C:7]([N+:8]([O-:10])=[O:9])=[C:6]([C:11]([NH2:13])=[O:12])[NH:5][N:4]=1)[CH3:2].C(=O)([O-])[O-].[Na+].[Na+].[CH3:20][O:21][CH2:22][CH2:23]Br.C(Cl)Cl, predict the reaction product. The product is: [CH2:1]([C:3]1[N:4]([CH2:23][CH2:22][O:21][CH3:20])[N:5]=[C:6]([C:11]([NH2:13])=[O:12])[C:7]=1[N+:8]([O-:10])=[O:9])[CH3:2]. (2) Given the reactants [N+:1]([C:4]1[CH:12]=[CH:11][C:7]2[S:8][CH:9]=[CH:10][C:6]=2[CH:5]=1)([O-])=O, predict the reaction product. The product is: [S:8]1[CH:9]=[CH:10][C:6]2[CH:5]=[C:4]([NH2:1])[CH:12]=[CH:11][C:7]1=2. (3) Given the reactants [Br:1][C:2]1[C:19]([NH:20][CH3:21])=[N:18][C:5]2[CH2:6][CH2:7][N:8](C(=O)C(F)(F)F)[CH2:9][CH:10]([CH3:11])[C:4]=2[CH:3]=1.C([O-])([O-])=O.[K+].[K+].CO, predict the reaction product. The product is: [Br:1][C:2]1[C:19]([NH:20][CH3:21])=[N:18][C:5]2[CH2:6][CH2:7][NH:8][CH2:9][CH:10]([CH3:11])[C:4]=2[CH:3]=1. (4) Given the reactants [C:1]([CH2:3][C:4]1[CH:5]=[C:6]([CH:12]=[CH:13][CH:14]=1)[C:7]([O:9][CH2:10][CH3:11])=[O:8])#[N:2].C(OCC)(=O)C.Cl.P([S-])(OCC)(OCC)=[S:23], predict the reaction product. The product is: [NH2:2][C:1](=[S:23])[CH2:3][C:4]1[CH:5]=[C:6]([CH:12]=[CH:13][CH:14]=1)[C:7]([O:9][CH2:10][CH3:11])=[O:8]. (5) Given the reactants Cl.O1[C:6]2([CH2:11][CH2:10][CH:9]([C:12]3[CH:17]=[CH:16][C:15]([CH:18]([C:24]([O:26][CH2:27][CH3:28])=[O:25])[C:19]([O:21][CH2:22][CH3:23])=[O:20])=[CH:14][CH:13]=3)[CH2:8][CH2:7]2)[O:5]CC1, predict the reaction product. The product is: [O:5]=[C:6]1[CH2:11][CH2:10][CH:9]([C:12]2[CH:17]=[CH:16][C:15]([CH:18]([C:19]([O:21][CH2:22][CH3:23])=[O:20])[C:24]([O:26][CH2:27][CH3:28])=[O:25])=[CH:14][CH:13]=2)[CH2:8][CH2:7]1. (6) The product is: [C:32]([O:24][CH2:23][C:3]1[C:4]([N:8]2[CH2:19][CH2:18][C:17]3[C:16]4[CH2:15][C:14]([CH3:20])([CH3:21])[CH2:13][C:12]=4[S:11][C:10]=3[C:9]2=[O:22])=[N:5][CH:6]=[CH:7][C:2]=1[Cl:1])(=[O:34])[CH3:33]. Given the reactants [Cl:1][C:2]1[CH:7]=[CH:6][N:5]=[C:4]([N:8]2[CH2:19][CH2:18][C:17]3[C:16]4[CH2:15][C:14]([CH3:21])([CH3:20])[CH2:13][C:12]=4[S:11][C:10]=3[C:9]2=[O:22])[C:3]=1[CH2:23][OH:24].C(N(CC)CC)C.[C:32](OC(=O)C)(=[O:34])[CH3:33], predict the reaction product. (7) Given the reactants [CH3:1][N:2]([CH2:4][C:5]1[C:13]2[O:12][N:11]=[C:10]([CH2:14][CH2:15][CH:16]3[CH2:21][CH2:20][NH:19][CH2:18][CH2:17]3)[C:9]=2[CH:8]=[CH:7][C:6]=1[CH2:22][O:23][C:24]1[CH:29]=[CH:28][C:27]([F:30])=[CH:26][CH:25]=1)[CH3:3].[CH2:31](Br)[CH:32]1[O:36][CH2:35][CH2:34][CH2:33]1.C(N(CC)C(C)C)(C)C.[I-].[Na+].C(=O)(O)[O-].[Na+], predict the reaction product. The product is: [CH3:1][N:2]([CH2:4][C:5]1[C:13]2[O:12][N:11]=[C:10]([CH2:14][CH2:15][CH:16]3[CH2:17][CH2:18][N:19]([CH2:31][CH:32]4[CH2:33][CH2:34][CH2:35][O:36]4)[CH2:20][CH2:21]3)[C:9]=2[CH:8]=[CH:7][C:6]=1[CH2:22][O:23][C:24]1[CH:29]=[CH:28][C:27]([F:30])=[CH:26][CH:25]=1)[CH3:3].